This data is from Forward reaction prediction with 1.9M reactions from USPTO patents (1976-2016). The task is: Predict the product of the given reaction. (1) The product is: [CH3:48][N:2]([CH3:1])[CH2:3][CH2:4][O:5][C:6](=[O:47])[C@@H:7]([NH2:39])[CH2:8][CH2:9][C:10](=[O:38])[NH:11][C:12]1[C:17]([C:18]2[O:22][N:21]=[C:20]([CH2:23][C:24]3[CH:25]=[CH:26][C:27]([CH2:30][O:31][C:32]4[CH:37]=[CH:36][CH:35]=[CH:34][N:33]=4)=[CH:28][CH:29]=3)[CH:19]=2)=[CH:16][CH:15]=[CH:14][N:13]=1. Given the reactants [CH3:1][N:2]([CH3:48])[CH2:3][CH2:4][O:5][C:6](=[O:47])[C@@H:7]([NH:39]C(OC(C)(C)C)=O)[CH2:8][CH2:9][C:10](=[O:38])[NH:11][C:12]1[C:17]([C:18]2[O:22][N:21]=[C:20]([CH2:23][C:24]3[CH:29]=[CH:28][C:27]([CH2:30][O:31][C:32]4[CH:37]=[CH:36][CH:35]=[CH:34][N:33]=4)=[CH:26][CH:25]=3)[CH:19]=2)=[CH:16][CH:15]=[CH:14][N:13]=1.FC(F)(F)C(O)=O, predict the reaction product. (2) Given the reactants [CH3:1][C:2]1[N:7]=[C:6]([N:8]2[CH2:12][CH2:11][C:10]3([CH2:17][CH2:16][NH:15][CH2:14][CH2:13]3)[CH2:9]2)[CH:5]=[CH:4][C:3]=1[S:18]([CH3:21])(=[O:20])=[O:19].[CH3:22][C:23]1[C:31]([C@@H:32]2[CH2:34][O:33]2)=[CH:30][CH:29]=[C:28]2[C:24]=1[CH2:25][O:26][C:27]2=[O:35], predict the reaction product. The product is: [OH:33][C@H:32]([C:31]1[C:23]([CH3:22])=[C:24]2[C:28](=[CH:29][CH:30]=1)[C:27](=[O:35])[O:26][CH2:25]2)[CH2:34][N:15]1[CH2:14][CH2:13][C:10]2([CH2:9][N:8]([C:6]3[CH:5]=[CH:4][C:3]([S:18]([CH3:21])(=[O:20])=[O:19])=[C:2]([CH3:1])[N:7]=3)[CH2:12][CH2:11]2)[CH2:17][CH2:16]1. (3) Given the reactants C(OC([NH:8][NH:9][C:10]([C:12]1[CH:13]=[CH:14][C:15]([CH3:31])=[C:16]([C:18]2[CH:23]=[CH:22][C:21]([C:24]([NH:26][CH2:27][CH:28]3[CH2:30][CH2:29]3)=[O:25])=[CH:20][CH:19]=2)[CH:17]=1)=[O:11])=O)(C)(C)C, predict the reaction product. The product is: [CH:28]1([CH2:27][NH:26][C:24]([C:21]2[CH:20]=[CH:19][C:18]([C:16]3[CH:17]=[C:12]([C:10]([NH:9][NH2:8])=[O:11])[CH:13]=[CH:14][C:15]=3[CH3:31])=[CH:23][CH:22]=2)=[O:25])[CH2:30][CH2:29]1. (4) The product is: [Br:22][C:21]1[CH:20]=[N:19][C:18]2[NH:1][C:2]3[CH:7]=[CH:6][CH:5]=[C:4]([CH:3]=3)[S:8](=[O:10])(=[O:9])[NH:11][CH2:12][CH2:13][CH2:14][NH:15][C:16]=1[N:17]=2. Given the reactants [NH2:1][C:2]1[CH:3]=[C:4]([S:8]([NH:11][CH2:12][CH2:13][CH2:14][NH:15][C:16]2[C:21]([Br:22])=[CH:20][N:19]=[C:18](Cl)[N:17]=2)(=[O:10])=[O:9])[CH:5]=[CH:6][CH:7]=1.C(#N)C.O, predict the reaction product. (5) Given the reactants [O:1]1[CH2:6][CH2:5][N:4]([C:7]2[CH:15]=[CH:14][C:10]([C:11]([OH:13])=O)=[CH:9][C:8]=2[C:16]([F:19])([F:18])[F:17])[CH2:3][CH2:2]1.CN(C(ON1N=NC2C=CC=NC1=2)=[N+](C)C)C.F[P-](F)(F)(F)(F)F.C(N(CC)C(C)C)(C)C.[CH3:53][C:54]1[CH:60]=[CH:59][C:57]([NH2:58])=[CH:56][C:55]=1[N+:61]([O-:63])=[O:62], predict the reaction product. The product is: [CH3:53][C:54]1[CH:60]=[CH:59][C:57]([NH:58][C:11](=[O:13])[C:10]2[CH:14]=[CH:15][C:7]([N:4]3[CH2:3][CH2:2][O:1][CH2:6][CH2:5]3)=[C:8]([C:16]([F:19])([F:18])[F:17])[CH:9]=2)=[CH:56][C:55]=1[N+:61]([O-:63])=[O:62]. (6) The product is: [N:17]1([C:10]2[CH:11]=[CH:12][C:13]([N+:14]([O-:16])=[O:15])=[C:8]([CH:9]=2)[O:7][CH2:6][CH2:5][C:1]#[N:2])[CH2:22][CH2:21][O:20][CH2:19][CH2:18]1. Given the reactants [C-:1]#[N:2].[Na+].Br[CH2:5][CH2:6][O:7][C:8]1[CH:9]=[C:10]([N:17]2[CH2:22][CH2:21][O:20][CH2:19][CH2:18]2)[CH:11]=[CH:12][C:13]=1[N+:14]([O-:16])=[O:15].C(Cl)Cl, predict the reaction product. (7) Given the reactants [BH4-].[Na+].[CH3:3][O:4][N:5]1[CH2:10][CH2:9][C:8](=[O:11])[CH2:7][CH2:6]1.[Cl-].[NH4+], predict the reaction product. The product is: [CH3:3][O:4][N:5]1[CH2:10][CH2:9][CH:8]([OH:11])[CH2:7][CH2:6]1.